The task is: Predict the reactants needed to synthesize the given product.. This data is from Full USPTO retrosynthesis dataset with 1.9M reactions from patents (1976-2016). (1) Given the product [C:1]([O:5][C:6](=[O:7])[NH:8][C@@H:9]([C:12]1[CH:20]=[C:19]([C:21]([F:22])([F:24])[F:23])[CH:18]=[C:14]([C:15]([NH:25][C@@H:26]2[CH2:27][CH2:28][C:29]3[C:34](=[CH:33][C:32]([O:36][C:37]4[C:38]5[CH2:39][CH2:40][C:41](=[O:47])[NH:42][C:43]=5[N:44]=[CH:45][CH:46]=4)=[CH:31][CH:30]=3)[CH2:35]2)=[O:16])[CH:13]=1)[CH2:10][OH:11])([CH3:4])([CH3:2])[CH3:3], predict the reactants needed to synthesize it. The reactants are: [C:1]([O:5][C:6]([NH:8][C@@H:9]([C:12]1[CH:13]=[C:14]([CH:18]=[C:19]([C:21]([F:24])([F:23])[F:22])[CH:20]=1)[C:15](O)=[O:16])[CH2:10][OH:11])=[O:7])([CH3:4])([CH3:3])[CH3:2].[NH2:25][C@H:26]1[CH2:35][C:34]2[CH:33]=[C:32]([O:36][C:37]3[CH:46]=[CH:45][N:44]=[C:43]4[C:38]=3[CH2:39][CH2:40][C:41](=[O:47])[NH:42]4)[CH:31]=[CH:30][C:29]=2[CH2:28][CH2:27]1.Cl.CN(C)CCCN=C=NCC. (2) Given the product [CH:7]12[CH2:13][CH:10]([CH:11]=[CH:12]1)[CH:9]=[C:8]2[P:26]([C:33]1[CH:34]=[CH:35][CH:36]=[CH:37][CH:38]=1)[C:27]1[CH:32]=[CH:31][CH:30]=[CH:29][CH:28]=1, predict the reactants needed to synthesize it. The reactants are: CC(C)([O-])C.[K+].[C:7]12[CH2:13][C:10]([CH2:11][CH2:12]1)=[CH:9][CH:8]=2.C([Li])CCC.CCCCCC.Cl[P:26]([C:33]1[CH:38]=[CH:37][CH:36]=[CH:35][CH:34]=1)[C:27]1[CH:32]=[CH:31][CH:30]=[CH:29][CH:28]=1.[Cl-].[NH4+]. (3) The reactants are: [Cl:1][C:2]1[CH:22]=[C:21]([C:23]([F:26])([F:25])[F:24])[CH:20]=[CH:19][C:3]=1[CH2:4][N:5]1[C:9](/[CH:10]=[CH:11]/[C:12]([OH:14])=O)=[CH:8][C:7]([O:15][CH:16]([CH3:18])[CH3:17])=[N:6]1.[CH3:27][CH:28]([CH3:35])[CH2:29][CH2:30][S:31]([NH2:34])(=[O:33])=[O:32].N12CCCN=C1CCCCC2. Given the product [Cl:1][C:2]1[CH:22]=[C:21]([C:23]([F:26])([F:25])[F:24])[CH:20]=[CH:19][C:3]=1[CH2:4][N:5]1[C:9](/[CH:10]=[CH:11]/[C:12]([NH:34][S:31]([CH2:30][CH2:29][CH:28]([CH3:35])[CH3:27])(=[O:33])=[O:32])=[O:14])=[CH:8][C:7]([O:15][CH:16]([CH3:17])[CH3:18])=[N:6]1, predict the reactants needed to synthesize it. (4) Given the product [Cl:1][C:2]1[C:10]2[C:9]3[CH:11]=[CH:12][CH:13]=[CH:14][C:8]=3[S:7][C:6]=2[C:5]([C:32]2[CH:33]=[CH:34][CH:35]=[C:36]3[C:31]=2[O:30][C:29]([N:23]2[CH2:24][CH2:25][O:26][CH2:27][CH2:28]2)=[CH:38][C:37]3=[O:39])=[CH:4][CH:3]=1, predict the reactants needed to synthesize it. The reactants are: [Cl:1][C:2]1[C:10]2[C:9]3[CH:11]=[CH:12][CH:13]=[CH:14][C:8]=3[S:7][C:6]=2[C:5](OS(C(F)(F)F)(=O)=O)=[CH:4][CH:3]=1.[N:23]1([C:29]2[O:30][C:31]3[C:36]([C:37](=[O:39])[CH:38]=2)=[CH:35][CH:34]=[CH:33][C:32]=3B2OC(C)(C)C(C)(C)O2)[CH2:28][CH2:27][O:26][CH2:25][CH2:24]1.C(=O)([O-])[O-].[K+].[K+]. (5) Given the product [Br:14][CH2:15][CH2:16][CH2:17][CH2:18][CH2:19][CH2:20][N:12]1[C:11]2[CH:10]=[CH:9][CH:8]=[CH:7][C:6]=2[C:5]2[C:13]1=[CH:1][CH:2]=[CH:3][CH:4]=2, predict the reactants needed to synthesize it. The reactants are: [CH:1]1[C:13]2[NH:12][C:11]3[C:6](=[CH:7][CH:8]=[CH:9][CH:10]=3)[C:5]=2[CH:4]=[CH:3][CH:2]=1.[Br:14][CH2:15][CH2:16][CH2:17][CH2:18][CH2:19][CH2:20]Br.[H-].[Na+]. (6) Given the product [Br:1][C:2]1[C:10]2[C:9]([O:19][C@H:20]([CH2:26][C:27]3[CH:32]=[CH:31][CH:30]=[CH:29][C:28]=3[O:33][CH2:34][C:35]3[CH:40]=[N:39][CH:38]=[CH:37][N:36]=3)[C:21]([O:23][CH2:24][CH3:25])=[O:22])=[N:8][CH:7]=[N:6][C:5]=2[S:4][C:3]=1[C:12]1[CH:17]=[CH:16][C:15]([F:18])=[CH:14][CH:13]=1, predict the reactants needed to synthesize it. The reactants are: [Br:1][C:2]1[C:10]2[C:9](Cl)=[N:8][CH:7]=[N:6][C:5]=2[S:4][C:3]=1[C:12]1[CH:17]=[CH:16][C:15]([F:18])=[CH:14][CH:13]=1.[OH:19][C@H:20]([CH2:26][C:27]1[CH:32]=[CH:31][CH:30]=[CH:29][C:28]=1[O:33][CH2:34][C:35]1[CH:40]=[N:39][CH:38]=[CH:37][N:36]=1)[C:21]([O:23][CH2:24][CH3:25])=[O:22].C([O-])([O-])=O.[Cs+].[Cs+].Cl.